From a dataset of Full USPTO retrosynthesis dataset with 1.9M reactions from patents (1976-2016). Predict the reactants needed to synthesize the given product. (1) Given the product [F:5][C:6]([F:15])([F:16])[C:7]1[CH:8]=[C:9]([N:13]2[CH2:19][CH2:18][C:17]([NH2:20])=[N:14]2)[CH:10]=[CH:11][CH:12]=1, predict the reactants needed to synthesize it. The reactants are: [O-]CC.[Na+].[F:5][C:6]([F:16])([F:15])[C:7]1[CH:8]=[C:9]([NH:13][NH2:14])[CH:10]=[CH:11][CH:12]=1.[C:17](#[N:20])[CH:18]=[CH2:19]. (2) The reactants are: CN1CCCC1=O.Cl[C:9]1[N:10]([CH2:31][C:32]([F:35])([F:34])[F:33])[C:11]2[C:16]([N:17]=1)=[C:15]([N:18]1[CH2:23][CH2:22][O:21][CH2:20][CH2:19]1)[N:14]=[C:13]([C:24]1[CH:25]=[N:26][C:27]([NH2:30])=[N:28][CH:29]=1)[N:12]=2.[CH3:36][C@H:37]1[CH2:42][NH:41][CH2:40][CH2:39][NH:38]1. Given the product [CH3:36][C@@H:37]1[NH:38][CH2:39][CH2:40][N:41]([C:9]2[N:10]([CH2:31][C:32]([F:35])([F:34])[F:33])[C:11]3[C:16]([N:17]=2)=[C:15]([N:18]2[CH2:23][CH2:22][O:21][CH2:20][CH2:19]2)[N:14]=[C:13]([C:24]2[CH:29]=[N:28][C:27]([NH2:30])=[N:26][CH:25]=2)[N:12]=3)[CH2:42]1, predict the reactants needed to synthesize it. (3) Given the product [NH:13]1[C:9]2=[N:10][CH:11]=[CH:12][C:7]([C:3]3[S:4][CH:5]=[CH:6][C:2]=3[C:37]3[CH:36]=[CH:35][C:34]([NH:33][C:26](=[O:27])[O:28][C:29]([CH3:31])([CH3:30])[CH3:32])=[CH:39][CH:38]=3)=[C:8]2[CH:15]=[CH:14]1, predict the reactants needed to synthesize it. The reactants are: Br[C:2]1[CH:6]=[CH:5][S:4][C:3]=1[C:7]1[CH:12]=[CH:11][N:10]=[C:9]2[N:13](S(C3C=CC(C)=CC=3)(=O)=O)[CH:14]=[CH:15][C:8]=12.[C:26]([NH:33][C:34]1[CH:39]=[CH:38][C:37](B(O)O)=[CH:36][CH:35]=1)([O:28][C:29]([CH3:32])([CH3:31])[CH3:30])=[O:27].O.[OH-].[Ba+2].[OH-]. (4) Given the product [F:34][CH:14]([F:13])[O:15][C:16]1[CH:21]=[CH:20][C:19]([N:22]2[CH2:27][CH2:26][CH:25]([C:28]3[C:32]4[C:3]([OH:10])([C:2]([F:1])([F:11])[F:12])[CH2:4][C:5](=[O:7])[NH:33][C:31]=4[NH:30][N:29]=3)[CH2:24][CH2:23]2)=[CH:18][CH:17]=1, predict the reactants needed to synthesize it. The reactants are: [F:1][C:2]([F:12])([F:11])[C:3](=[O:10])[CH2:4][C:5]([O:7]CC)=O.[F:13][CH:14]([F:34])[O:15][C:16]1[CH:21]=[CH:20][C:19]([N:22]2[CH2:27][CH2:26][CH:25]([C:28]3[CH:32]=[C:31]([NH2:33])[NH:30][N:29]=3)[CH2:24][CH2:23]2)=[CH:18][CH:17]=1. (5) Given the product [N:1]1[CH:6]=[CH:5][CH:4]=[C:3]([N:7]2[CH:11]=[C:10]([NH:12][C:13](=[O:14])[O:15][C:16]([CH3:19])([CH3:18])[CH3:17])[CH:9]=[N:8]2)[CH:2]=1, predict the reactants needed to synthesize it. The reactants are: [N:1]1[CH:6]=[CH:5][CH:4]=[C:3]([N:7]2[CH:11]=[C:10]([NH2:12])[CH:9]=[N:8]2)[CH:2]=1.[C:13](O[C:13]([O:15][C:16]([CH3:19])([CH3:18])[CH3:17])=[O:14])([O:15][C:16]([CH3:19])([CH3:18])[CH3:17])=[O:14].C(=O)(O)[O-].[Na+]. (6) Given the product [CH3:36][O:35][N:34]([CH3:33])[C:17]([CH:14]1[CH2:15][CH2:16][C:12](=[O:11])[CH2:13]1)=[O:19], predict the reactants needed to synthesize it. The reactants are: ON1C2C=CC=CC=2N=N1.[O:11]=[C:12]1[CH2:16][CH2:15][CH:14]([C:17]([OH:19])=O)[CH2:13]1.Cl.CN(C)CCCN=C=NCC.Cl.[CH3:33][NH:34][O:35][CH3:36].C(N(CC)CC)C. (7) The reactants are: [CH3:1][O:2][C:3](=[O:53])[C@@H:4]([NH:20][C:21]([CH:23]1[CH2:32][C:31]2[CH:30]=[C:29]3[O:33][CH2:34][C@H:35]([C:37]4[CH:42]=[CH:41][C:40]([O:43][CH2:44][C:45]5[CH:50]=[CH:49][C:48]([Cl:51])=[C:47]([Cl:52])[CH:46]=5)=[CH:39][CH:38]=4)[O:36][C:28]3=[CH:27][C:26]=2[CH2:25][NH:24]1)=[O:22])[CH2:5][C:6]1[CH:11]=[CH:10][C:9]([C:12]2[CH:17]=[CH:16][C:15]([C:18]#[N:19])=[CH:14][CH:13]=2)=[CH:8][CH:7]=1.[C:54]([NH:57][C:58]1[CH:63]=[CH:62][C:61]([S:64](Cl)(=[O:66])=[O:65])=[CH:60][CH:59]=1)(=[O:56])[CH3:55]. Given the product [CH3:1][O:2][C:3](=[O:53])[C@@H:4]([NH:20][C:21]([CH:23]1[CH2:32][C:31]2[CH:30]=[C:29]3[O:33][CH2:34][C@H:35]([C:37]4[CH:42]=[CH:41][C:40]([O:43][CH2:44][C:45]5[CH:50]=[CH:49][C:48]([Cl:51])=[C:47]([Cl:52])[CH:46]=5)=[CH:39][CH:38]=4)[O:36][C:28]3=[CH:27][C:26]=2[CH2:25][N:24]1[S:64]([C:61]1[CH:60]=[CH:59][C:58]([NH:57][C:54](=[O:56])[CH3:55])=[CH:63][CH:62]=1)(=[O:66])=[O:65])=[O:22])[CH2:5][C:6]1[CH:11]=[CH:10][C:9]([C:12]2[CH:13]=[CH:14][C:15]([C:18]#[N:19])=[CH:16][CH:17]=2)=[CH:8][CH:7]=1, predict the reactants needed to synthesize it.